From a dataset of Reaction yield outcomes from USPTO patents with 853,638 reactions. Predict the reaction yield, written as a fraction of the theoretical maximum amount of product (1.0 means a 100% yield; for example, 0.34 means a 34% yield). (1) The reactants are [CH2:1]=[CH:2][CH2:3][CH2:4][CH2:5][CH3:6].[Cl:7][SiH:8]([Cl:10])[Cl:9]. The catalyst is [Cl-].C([P+](C1C=CC=CC=1)(C1C=CC=CC=1)C1C=CC=CC=1)C1C=CC=CC=1. The product is [Cl:7][Si:8]([Cl:10])([Cl:9])[CH2:1][CH:2]([Si:8]([Cl:10])([Cl:9])[Cl:7])[CH2:3][CH2:4][CH2:5][CH3:6].[CH2:1]([Si:8]([Cl:10])([Cl:9])[Cl:7])[CH2:2][CH2:3][CH2:4][CH2:5][CH3:6]. The yield is 0.490. (2) The yield is 0.580. The catalyst is CS(O)(=O)=O.C(N(CC)CC)C. The reactants are ClCCl.[C:4]([OH:9])(=[O:8])[C:5]([CH3:7])=[CH2:6].[O:10]1[CH:14]=[CH:13][CH2:12][CH2:11]1. The product is [C:4]([O:9][CH:11]1[CH2:12][CH2:13][CH2:14][O:10]1)(=[O:8])[C:5]([CH3:7])=[CH2:6]. (3) The reactants are Br[C:2]1[CH:3]=[C:4]([CH:15]([CH2:21][CH:22]([CH3:24])[CH3:23])[C:16]([O:18][CH2:19][CH3:20])=[O:17])[CH:5]=[C:6]([Cl:14])[C:7]=1[O:8][CH2:9][C:10]([F:13])([F:12])[F:11].[F:25][C:26]([F:37])([F:36])[C:27]1[CH:32]=[CH:31][C:30](B(O)O)=[CH:29][CH:28]=1.[F-].[Cs+]. The catalyst is COCCOC.C1C=CC([P]([Pd]([P](C2C=CC=CC=2)(C2C=CC=CC=2)C2C=CC=CC=2)([P](C2C=CC=CC=2)(C2C=CC=CC=2)C2C=CC=CC=2)[P](C2C=CC=CC=2)(C2C=CC=CC=2)C2C=CC=CC=2)(C2C=CC=CC=2)C2C=CC=CC=2)=CC=1. The product is [Cl:14][C:6]1[CH:5]=[C:4]([CH:15]([CH2:21][CH:22]([CH3:24])[CH3:23])[C:16]([O:18][CH2:19][CH3:20])=[O:17])[CH:3]=[C:2]([C:30]2[CH:31]=[CH:32][C:27]([C:26]([F:37])([F:36])[F:25])=[CH:28][CH:29]=2)[C:7]=1[O:8][CH2:9][C:10]([F:13])([F:12])[F:11]. The yield is 0.740. (4) The reactants are C([N:8]1[CH2:13][CH2:12][N:11]([C:14]([O:16][C:17]([CH3:20])([CH3:19])[CH3:18])=[O:15])[C@H:10]([CH:21]([CH3:23])[CH3:22])[C:9]1=[O:24])C1C=CC=CC=1. The catalyst is C1COCC1. The product is [CH:21]([CH:10]1[C:9](=[O:24])[NH:8][CH2:13][CH2:12][N:11]1[C:14]([O:16][C:17]([CH3:19])([CH3:18])[CH3:20])=[O:15])([CH3:23])[CH3:22]. The yield is 0.590. (5) The reactants are [Cl:1][C:2]1[CH:3]=[C:4]([C:14]2([OH:21])[CH2:17][CH:16]([C:18](O)=[O:19])[CH2:15]2)[CH:5]=[CH:6][C:7]=1[CH2:8][N:9]1[CH2:13][CH2:12][CH2:11][CH2:10]1.[NH2:22][CH2:23][CH:24]1[CH2:26][CH2:25]1.C(P1(=O)OP(CCC)(=O)OP(CCC)(=O)O1)CC.[OH-].[Na+]. The catalyst is CCOC(C)=O. The product is [CH:24]1([CH2:23][NH:22][C:18]([CH:16]2[CH2:15][C:14]([C:4]3[CH:5]=[CH:6][C:7]([CH2:8][N:9]4[CH2:13][CH2:12][CH2:11][CH2:10]4)=[C:2]([Cl:1])[CH:3]=3)([OH:21])[CH2:17]2)=[O:19])[CH2:26][CH2:25]1. The yield is 0.430. (6) The reactants are Cl.CN(C)CCCN=C=NCC.[C:13]([OH:21])(=O)[CH2:14][CH2:15][CH2:16][CH2:17][CH2:18][CH3:19].[OH:22][C:23]1[CH:24]=[C:25]([CH:29]=[CH:30][CH:31]=1)[CH2:26][CH2:27][NH2:28].C(N(CC)CC)C. The catalyst is CCOCC.C(Cl)Cl. The product is [OH:22][C:23]1[CH:24]=[C:25]([CH2:26][CH2:27][NH:28][C:13](=[O:21])[CH2:14][CH2:15][CH2:16][CH2:17][CH2:18][CH3:19])[CH:29]=[CH:30][CH:31]=1. The yield is 0.920. (7) The reactants are Cl[C:2]1[CH:7]=[CH:6][C:5]([CH2:8][CH2:9][CH2:10][NH:11][CH3:12])=[CH:4][CH:3]=1.[F:13][C:14]([F:27])([F:26])C1C=CC(CCC(O)=O)=CC=1. No catalyst specified. The product is [F:13][C:14]([F:27])([F:26])[C:2]1[CH:7]=[CH:6][C:5]([CH2:8][CH2:9][CH2:10][NH:11][CH3:12])=[CH:4][CH:3]=1. The yield is 0.900. (8) The reactants are [Br:1][C:2]1[CH:3]=[C:4]([CH:40]=[C:41]([Br:43])[CH:42]=1)[C:5]([N:7]([CH3:39])[CH2:8][C@H:9]([C:32]1[CH:37]=[CH:36][C:35]([F:38])=[CH:34][CH:33]=1)[CH2:10][CH2:11][N:12]1[CH2:15][CH:14]([N:16]2[CH2:21][CH2:20][N:19](C(OC(C)(C)C)=O)[CH2:18][CH:17]2[CH2:29][CH2:30][OH:31])[CH2:13]1)=[O:6].[ClH:44]. The catalyst is O1CCOCC1. The product is [ClH:44].[ClH:44].[ClH:44].[Br:1][C:2]1[CH:3]=[C:4]([CH:40]=[C:41]([Br:43])[CH:42]=1)[C:5]([N:7]([CH2:8][C@H:9]([C:32]1[CH:33]=[CH:34][C:35]([F:38])=[CH:36][CH:37]=1)[CH2:10][CH2:11][N:12]1[CH2:15][CH:14]([N:16]2[CH2:21][CH2:20][NH:19][CH2:18][CH:17]2[CH2:29][CH2:30][OH:31])[CH2:13]1)[CH3:39])=[O:6]. The yield is 1.00. (9) The reactants are ClC1N=CC(C[C:9]2[C:17](F)=[CH:16][C:15]([C:19]#[N:20])=[C:14]3[C:10]=2[C:11](C)=[C:12](C)[NH:13]3)=CC=1.C([Sn](CCCC)(CCCC)C=C)CCC. The catalyst is CN(C=O)C.CCOC(C)=O.C1C=CC([P]([Pd]([P](C2C=CC=CC=2)(C2C=CC=CC=2)C2C=CC=CC=2)([P](C2C=CC=CC=2)(C2C=CC=CC=2)C2C=CC=CC=2)[P](C2C=CC=CC=2)(C2C=CC=CC=2)C2C=CC=CC=2)(C2C=CC=CC=2)C2C=CC=CC=2)=CC=1. The product is [NH:13]1[C:14]2[C:10](=[CH:9][CH:17]=[CH:16][C:15]=2[C:19]#[N:20])[CH:11]=[CH:12]1. The yield is 0.770. (10) The yield is 0.150. The product is [CH:15]1([N:19]2[CH2:20][CH2:21][CH:22]([O:25][C:42]3[CH:41]=[CH:40][C:39]([CH2:45][C:9]([O:11][CH2:12][CH3:14])=[O:10])=[CH:44][CH:43]=3)[CH2:23][CH2:24]2)[CH2:18][CH2:17][CH2:16]1. The reactants are [CH3:14][CH:12]([O:11][C:9](/N=N/[C:9]([O:11][CH:12]([CH3:14])C)=[O:10])=[O:10])C.[CH:15]1([N:19]2[CH2:24][CH2:23][CH:22]([OH:25])[CH2:21][CH2:20]2)[CH2:18][CH2:17][CH2:16]1.[CH:39]1[CH:44]=[CH:43][C:42](P([C:39]2[CH:44]=[CH:43][CH:42]=[CH:41][CH:40]=2)[C:39]2[CH:44]=[CH:43][CH:42]=[CH:41][CH:40]=2)=[CH:41][CH:40]=1.[CH2:45]1COCC1. No catalyst specified.